From a dataset of Reaction yield outcomes from USPTO patents with 853,638 reactions. Predict the reaction yield, written as a fraction of the theoretical maximum amount of product (1.0 means a 100% yield; for example, 0.34 means a 34% yield). The reactants are [C:1]([C:5]1[CH:6]=[C:7]2[C:11](=[CH:12][C:13]=1[N+:14]([O-])=O)[NH:10][CH:9]=[CH:8]2)([CH3:4])([CH3:3])[CH3:2]. The catalyst is CO.[Ni]. The product is [C:1]([C:5]1[CH:6]=[C:7]2[C:11](=[CH:12][C:13]=1[NH2:14])[NH:10][CH:9]=[CH:8]2)([CH3:4])([CH3:2])[CH3:3]. The yield is 0.870.